From a dataset of Forward reaction prediction with 1.9M reactions from USPTO patents (1976-2016). Predict the product of the given reaction. (1) Given the reactants [F:1][C:2]1[C:13]([C:14]([F:17])([F:16])[F:15])=[CH:12][CH:11]=[CH:10][C:3]=1[C:4](N(OC)C)=[O:5].[CH3:18][C:19]1[CH:24]=[C:23]([O:25][CH3:26])[CH:22]=[CH:21][C:20]=1[Mg]Br, predict the reaction product. The product is: [F:1][C:2]1[C:13]([C:14]([F:15])([F:16])[F:17])=[CH:12][CH:11]=[CH:10][C:3]=1[C:4]([C:20]1[CH:21]=[CH:22][C:23]([O:25][CH3:26])=[CH:24][C:19]=1[CH3:18])=[O:5]. (2) Given the reactants [C:1](O[C:6](=O)[N:7]([CH2:9][C:10]1[CH:14]=[C:13]([C:15]2[C:19]([CH3:20])=[CH:18][S:17][CH:16]=2)[N:12]([S:21]([C:24]2[CH:25]=[N:26][CH:27]=[CH:28][CH:29]=2)(=[O:23])=[O:22])[CH:11]=1)C)(C)(C)C.[C:31](=[O:34])([O-:33])O.[Na+].F[C:37](F)(F)[C:38]([OH:40])=[O:39], predict the reaction product. The product is: [C:38]([OH:40])(=[O:39])/[CH:37]=[CH:1]/[C:31]([OH:33])=[O:34].[CH3:6][NH:7][CH2:9][C:10]1[CH:14]=[C:13]([C:15]2[C:19]([CH3:20])=[CH:18][S:17][CH:16]=2)[N:12]([S:21]([C:24]2[CH:25]=[N:26][CH:27]=[CH:28][CH:29]=2)(=[O:22])=[O:23])[CH:11]=1. (3) Given the reactants [C:1]([CH2:4][CH:5]1[C:11]2[CH:12]=[C:13]([Cl:16])[CH:14]=[CH:15][C:10]=2[N:9]([C:17](=[O:30])[C:18]2[CH:23]=[CH:22][C:21]([CH:24]3[CH2:29][CH2:28][CH2:27][CH2:26][CH2:25]3)=[CH:20][CH:19]=2)[CH2:8][CH2:7][CH2:6]1)([OH:3])=O.C1N(P(Cl)(N2C(=O)OCC2)=O)C(=O)OC1.[CH3:46][N:47]1[CH2:52][CH2:51][NH:50][CH2:49][CH2:48]1.C(N(CC)CC)C, predict the reaction product. The product is: [Cl:16][C:13]1[CH:14]=[CH:15][C:10]2[N:9]([C:17](=[O:30])[C:18]3[CH:19]=[CH:20][C:21]([CH:24]4[CH2:29][CH2:28][CH2:27][CH2:26][CH2:25]4)=[CH:22][CH:23]=3)[CH2:8][CH2:7][CH2:6][CH:5]([CH2:4][C:1]([N:50]3[CH2:51][CH2:52][N:47]([CH3:46])[CH2:48][CH2:49]3)=[O:3])[C:11]=2[CH:12]=1. (4) Given the reactants [NH2:1][C:2]1[C:33]([CH3:34])=[CH:32][C:5]([CH2:6][C@@H:7]([CH2:11][C:12](=[O:31])[N:13]2[CH2:18][CH2:17][CH:16]([N:19]3[CH2:25][CH2:24][C:23]4[CH:26]=[CH:27][CH:28]=[CH:29][C:22]=4[NH:21][C:20]3=[O:30])[CH2:15][CH2:14]2)[C:8](O)=[O:9])=[CH:4][C:3]=1[Cl:35].[O:36]1[CH2:41][CH2:40][CH:39]([N:42]2[CH2:47][CH2:46][NH:45][CH2:44][CH2:43]2)[CH2:38][CH2:37]1, predict the reaction product. The product is: [NH2:1][C:2]1[C:33]([CH3:34])=[CH:32][C:5]([CH2:6][C@@H:7]([CH2:11][C:12]([N:13]2[CH2:14][CH2:15][CH:16]([N:19]3[CH2:25][CH2:24][C:23]4[CH:26]=[CH:27][CH:28]=[CH:29][C:22]=4[NH:21][C:20]3=[O:30])[CH2:17][CH2:18]2)=[O:31])[C:8]([N:45]2[CH2:46][CH2:47][N:42]([CH:39]3[CH2:40][CH2:41][O:36][CH2:37][CH2:38]3)[CH2:43][CH2:44]2)=[O:9])=[CH:4][C:3]=1[Cl:35]. (5) Given the reactants C([NH:18][C@H:19]([C:24]([S:26][NH:27][C@H:28]([CH2:36][OH:37])[CH2:29][C:30]1[CH:35]=[CH:34][CH:33]=[CH:32][CH:31]=1)=[O:25])[C@H:20]([CH2:22][CH3:23])[CH3:21])(OCC1C2C(=CC=CC=2)C2C1=CC=CC=2)=O.[CH:38]1[C:50]2[CH:49]([CH2:51][O:52][C:53]([NH:55][C@@H:56]([C:61]([OH:63])=O)[CH2:57][CH:58]([CH3:60])[CH3:59])=[O:54])[C:48]3[C:43](=[CH:44][CH:45]=[CH:46][CH:47]=3)[C:42]=2[CH:41]=[CH:40][CH:39]=1.C1CCC(N=C=NC2CCCCC2)CC1.C1C=CC2N(O)N=NC=2C=1, predict the reaction product. The product is: [C:53]([NH:55][C@@H:56]([C:61]([NH:18][C@H:19]([C:24]([S:26][NH:27][C@H:28]([CH2:36][OH:37])[CH2:29][C:30]1[CH:31]=[CH:32][CH:33]=[CH:34][CH:35]=1)=[O:25])[C@H:20]([CH2:22][CH3:23])[CH3:21])=[O:63])[CH2:57][CH:58]([CH3:59])[CH3:60])([O:52][CH2:51][CH:49]1[C:48]2[C:43](=[CH:44][CH:45]=[CH:46][CH:47]=2)[C:42]2[C:50]1=[CH:38][CH:39]=[CH:40][CH:41]=2)=[O:54]. (6) Given the reactants [CH3:1][N:2]1[CH2:7][CH2:6][NH:5][CH2:4][CH2:3]1.F[C:9]1[CH:14]=[CH:13][C:12]([N+:15]([O-:17])=[O:16])=[CH:11][CH:10]=1.C(=O)([O-])[O-].[K+].[K+], predict the reaction product. The product is: [CH3:1][N:2]1[CH2:7][CH2:6][N:5]([C:9]2[CH:14]=[CH:13][C:12]([N+:15]([O-:17])=[O:16])=[CH:11][CH:10]=2)[CH2:4][CH2:3]1.